Dataset: Full USPTO retrosynthesis dataset with 1.9M reactions from patents (1976-2016). Task: Predict the reactants needed to synthesize the given product. (1) Given the product [CH:13]1([CH2:12][NH:11][C:8]2[S:9][N:10]=[C:4]3[CH:3]=[C:2]([C:21]4[CH:20]=[CH:19][C:18]([O:17][CH3:16])=[C:23]([O:24][CH3:25])[CH:22]=4)[CH:7]=[N:6][C:5]=23)[CH2:15][CH2:14]1, predict the reactants needed to synthesize it. The reactants are: Br[C:2]1[CH:7]=[N:6][C:5]2=[C:8]([NH:11][CH2:12][CH:13]3[CH2:15][CH2:14]3)[S:9][N:10]=[C:4]2[CH:3]=1.[CH3:16][O:17][C:18]1[CH:19]=[C:20](B(O)O)[CH:21]=[CH:22][C:23]=1[O:24][CH3:25].C([O-])([O-])=O.[K+].[K+]. (2) Given the product [OH:11][CH2:10][C@H:9]([NH:8][C:6]1[N:7]=[C:2]([C:24]2[CH:23]=[CH:22][C:21]([OH:35])=[C:20]([O:19][CH3:18])[CH:25]=2)[CH:3]=[N:4][CH:5]=1)[C:12]1[CH:17]=[CH:16][CH:15]=[CH:14][CH:13]=1, predict the reactants needed to synthesize it. The reactants are: Cl[C:2]1[N:7]=[C:6]([NH:8][C@H:9]([C:12]2[CH:17]=[CH:16][CH:15]=[CH:14][CH:13]=2)[CH2:10][OH:11])[CH:5]=[N:4][CH:3]=1.[CH3:18][O:19][C:20]1[CH:25]=[C:24](B2OC(C)(C)C(C)(C)O2)[CH:23]=[CH:22][C:21]=1[OH:35]. (3) Given the product [Cl:1][C:2]1[CH:3]=[C:4]([C:9]2([C:22]([F:23])([F:25])[F:24])[O:13][N:12]=[C:11]([C:14]3[CH:15]=[CH:16][C:17]([CH3:21])=[C:18]([NH:19][C:32](=[O:33])[C:31]4[CH:35]=[CH:36][C:28]([C:27]([F:26])([F:37])[F:38])=[CH:29][CH:30]=4)[CH:20]=3)[CH2:10]2)[CH:5]=[C:6]([Cl:8])[CH:7]=1, predict the reactants needed to synthesize it. The reactants are: [Cl:1][C:2]1[CH:3]=[C:4]([C:9]2([C:22]([F:25])([F:24])[F:23])[O:13][N:12]=[C:11]([C:14]3[CH:15]=[CH:16][C:17]([CH3:21])=[C:18]([CH:20]=3)[NH2:19])[CH2:10]2)[CH:5]=[C:6]([Cl:8])[CH:7]=1.[F:26][C:27]([F:38])([F:37])[C:28]1[CH:36]=[CH:35][C:31]([C:32](O)=[O:33])=[CH:30][CH:29]=1.Cl.C(N(CC)CCCN=C=NCC)C.C(=O)([O-])O.[Na+]. (4) Given the product [Cl:1][C:2]1[CH:3]=[C:4]([NH:19][S:28]([C:25]2[CH:24]=[CH:23][C:22]([C:21]([F:20])([F:32])[F:33])=[CH:27][CH:26]=2)(=[O:30])=[O:29])[CH:5]=[N:6][C:7]=1[O:8][C:9]1[N:10]=[CH:11][C:12]2[C:17]([CH:18]=1)=[CH:16][CH:15]=[CH:14][CH:13]=2, predict the reactants needed to synthesize it. The reactants are: [Cl:1][C:2]1[CH:3]=[C:4]([NH2:19])[CH:5]=[N:6][C:7]=1[O:8][C:9]1[N:10]=[CH:11][C:12]2[C:17]([CH:18]=1)=[CH:16][CH:15]=[CH:14][CH:13]=2.[F:20][C:21]([F:33])([F:32])[C:22]1[CH:27]=[CH:26][C:25]([S:28](Cl)(=[O:30])=[O:29])=[CH:24][CH:23]=1. (5) Given the product [CH3:10][N:11]([CH:12]1[CH2:13][CH2:14][N:15]([CH2:18][C:19]2[CH:24]=[CH:23][CH:22]=[C:21]([C:25]([F:28])([F:26])[F:27])[CH:20]=2)[CH2:16][CH2:17]1)[C:2]1[CH:3]=[C:4]([CH:7]=[CH:8][N:9]=1)[C:5]#[N:6], predict the reactants needed to synthesize it. The reactants are: Cl[C:2]1[CH:3]=[C:4]([CH:7]=[CH:8][N:9]=1)[C:5]#[N:6].[CH3:10][NH:11][CH:12]1[CH2:17][CH2:16][N:15]([CH2:18][C:19]2[CH:24]=[CH:23][CH:22]=[C:21]([C:25]([F:28])([F:27])[F:26])[CH:20]=2)[CH2:14][CH2:13]1.C(N(C(C)C)CC)(C)C.